This data is from Reaction yield outcomes from USPTO patents with 853,638 reactions. The task is: Predict the reaction yield, written as a fraction of the theoretical maximum amount of product (1.0 means a 100% yield; for example, 0.34 means a 34% yield). (1) The reactants are C1C=C(Cl)C=C(C(OO)=[O:9])C=1.[CH2:12]([N:16]([C:29]1[CH:34]=[CH:33][CH:32]=[CH:31][CH:30]=1)[S:17]([C:20]1[CH:25]=[CH:24][CH:23]=[CH:22][C:21]=1[N+:26]([O-:28])=[O:27])(=[O:19])=[O:18])[CH2:13][CH:14]=[CH2:15]. The catalyst is C(Cl)(Cl)Cl.O.C([O-])(O)=O.[Na+]. The product is [N+:26]([C:21]1[CH:22]=[CH:23][CH:24]=[CH:25][C:20]=1[S:17]([N:16]([CH2:12][CH2:13][CH:14]1[CH2:15][O:9]1)[C:29]1[CH:34]=[CH:33][CH:32]=[CH:31][CH:30]=1)(=[O:19])=[O:18])([O-:28])=[O:27]. The yield is 0.969. (2) The reactants are [CH:1]1([CH2:6][OH:7])[CH2:5][CH2:4][CH2:3][CH2:2]1.F[C:9]1[CH:10]=[C:11]([CH3:18])[CH:12]=[CH:13][C:14]=1[N+:15]([O-:17])=[O:16].[CH:19]1([CH2:24][O:25][C:26]2[CH:32]=[C:31]([CH3:33])[CH:30]=[CH:29][C:27]=2[NH2:28])[CH2:23][CH2:22][CH2:21][CH2:20]1.[NH2:34][C:35]1[S:36][CH:37]=[CH:38][N:39]=1. No catalyst specified. The yield is 0.700. The product is [CH:1]1([CH2:6][O:7][C:9]2[CH:10]=[C:11]([CH3:18])[CH:12]=[CH:13][C:14]=2[N+:15]([O-:17])=[O:16])[CH2:5][CH2:4][CH2:3][CH2:2]1.[CH:19]1([CH2:24][O:25][C:26]2[CH:32]=[C:31]([CH3:33])[CH:30]=[CH:29][C:27]=2[NH:28][C:6]([NH:34][C:35]2[S:36][CH:37]=[CH:38][N:39]=2)=[O:7])[CH2:20][CH2:21][CH2:22][CH2:23]1.